From a dataset of Catalyst prediction with 721,799 reactions and 888 catalyst types from USPTO. Predict which catalyst facilitates the given reaction. (1) Reactant: [C:1]([O:5][C:6]([NH:8][C:9]1[CH:14]=[CH:13][C:12]([C:15]2[CH:21]=[CH:20][C:18]([NH2:19])=[CH:17][CH:16]=2)=[CH:11][CH:10]=1)=[O:7])([CH3:4])([CH3:3])[CH3:2].[Cl:22][C:23]1[CH:31]=[CH:30][C:29]([N+:32]([O-:34])=[O:33])=[CH:28][C:24]=1[C:25](Cl)=[O:26]. Product: [C:1]([O:5][C:6]([NH:8][C:9]1[CH:14]=[CH:13][C:12]([C:15]2[CH:16]=[CH:17][C:18]([NH:19][C:25]([C:24]3[CH:28]=[C:29]([N+:32]([O-:34])=[O:33])[CH:30]=[CH:31][C:23]=3[Cl:22])=[O:26])=[CH:20][CH:21]=2)=[CH:11][CH:10]=1)=[O:7])([CH3:4])([CH3:2])[CH3:3]. The catalyst class is: 44. (2) Reactant: COC1C=C(OC)C=CC=1C[N:6]1[S:10](=[O:12])(=[O:11])[N:9]([CH2:13][C:14]2[CH:22]=[CH:21][C:17]([C:18]([OH:20])=[O:19])=[CH:16][CH:15]=2)[CH2:8][C:7]1=[O:23].[C:30]([O:34][C:35](=[O:44])[C:36]1[CH:41]=[CH:40][C:39]([CH2:42]O)=[CH:38][CH:37]=1)([CH3:33])([CH3:32])[CH3:31].CCN=C=NCCCN(C)C.Cl. Product: [C:30]([O:34][C:35]([C:36]1[CH:41]=[CH:40][C:39]([CH2:42][O:20][C:18](=[O:19])[C:17]2[CH:16]=[CH:15][C:14]([CH2:13][N:9]3[CH2:8][C:7](=[O:23])[NH:6][S:10]3(=[O:11])=[O:12])=[CH:22][CH:21]=2)=[CH:38][CH:37]=1)=[O:44])([CH3:33])([CH3:31])[CH3:32]. The catalyst class is: 64. (3) Reactant: C[O:2][C:3]1[CH:4]2[CH2:21][CH:7]([C:8](=[O:20])[C:9]=1[C:10]1[CH:15]=[CH:14][C:13]([C:16]#[C:17][CH3:18])=[CH:12][C:11]=1[CH3:19])[CH2:6][CH2:5]2.Cl. Product: [CH3:19][C:11]1[CH:12]=[C:13]([C:16]#[C:17][CH3:18])[CH:14]=[CH:15][C:10]=1[CH:9]1[C:8](=[O:20])[CH:7]2[CH2:21][CH:4]([CH2:5][CH2:6]2)[C:3]1=[O:2]. The catalyst class is: 21. (4) Reactant: C1(C2N=C(C(C(N[C:15]([CH:17]([NH:26][C:27]([N:29]3[CH2:34][CH2:33][O:32][CH2:31][CH2:30]3)=[O:28])[CH2:18][S:19]([CH2:22][CH:23]([CH3:25])[CH3:24])(=[O:21])=[O:20])=[O:16])CC)=O)ON=2)CC1.C1(N=C=N)CCCCC1.C1C=CC2N(O)N=NC=2C=1.[NH2:54][CH:55]([CH2:69][CH3:70])[C@@H:56]([C:58]1[N:62]=[C:61]([C:63]2[CH:68]=[CH:67][CH:66]=[CH:65][CH:64]=2)[O:60][N:59]=1)[OH:57].C(O)C(N)(CO)CO. Product: [CH:23]1([CH2:22][S:19]([CH2:18][CH:17]([NH:26][C:27]([N:29]2[CH2:30][CH2:31][O:32][CH2:33][CH2:34]2)=[O:28])[C:15](=[O:16])[NH:54][CH:55]([CH:56]([OH:57])[C:58]2[N:62]=[C:61]([C:63]3[CH:68]=[CH:67][CH:66]=[CH:65][CH:64]=3)[O:60][N:59]=2)[CH2:69][CH3:70])(=[O:20])=[O:21])[CH2:24][CH2:25]1. The catalyst class is: 2. (5) Reactant: N1(C[C:8](O)=[O:9])CCCCC1.C(O)(=O)C.N1[CH2:20][CH2:19][CH2:18][CH2:17][CH2:16]1.[C:21]([CH2:23][C:24]([NH2:26])=[O:25])#[N:22]. Product: [O:25]=[C:24]1[NH:26][C:18]2[CH2:19][CH2:20][O:9][CH2:8][C:17]=2[CH:16]=[C:23]1[C:21]#[N:22]. The catalyst class is: 6. (6) Reactant: Cl[C:2]([O:4][CH2:5][C:6]1[CH:11]=[CH:10][CH:9]=[CH:8][CH:7]=1)=[O:3].[NH2:12][C:13]1([C:18]([OH:20])=[O:19])[CH2:17][CH2:16][CH2:15][CH2:14]1.C(=O)([O-])[O-].[Na+].[Na+]. Product: [CH2:5]([O:4][C:2]([NH:12][C:13]1([C:18]([OH:20])=[O:19])[CH2:17][CH2:16][CH2:15][CH2:14]1)=[O:3])[C:6]1[CH:11]=[CH:10][CH:9]=[CH:8][CH:7]=1. The catalyst class is: 38. (7) Reactant: [CH3:1][O:2][C:3]([C:5]1[NH:6][N:7]=[C:8]([OH:10])[CH:9]=1)=[O:4].[C:11](=O)([O-])[O-].[Cs+].[Cs+].CI. Product: [CH3:1][O:2][C:3]([C:5]1[N:6]([CH3:11])[N:7]=[C:8]([OH:10])[CH:9]=1)=[O:4]. The catalyst class is: 3. (8) Reactant: [NH2:1][C:2]1[CH:43]=[CH:42][C:5]([C:6]([NH:8][CH:9]2[CH2:12][C:11]3([CH2:15][CH:14]([NH:16][C:17]4[N:22]=[C:21]([C:23]5[C:31]6[C:26](=[CH:27][CH:28]=[CH:29][CH:30]=6)[N:25](S(C6C=CC=CC=6)(=O)=O)[CH:24]=5)[C:20]([Cl:41])=[CH:19][N:18]=4)[CH2:13]3)[CH2:10]2)=[O:7])=[CH:4][CH:3]=1.[OH-].[Na+]. Product: [NH2:1][C:2]1[CH:43]=[CH:42][C:5]([C:6]([NH:8][CH:9]2[CH2:10][C:11]3([CH2:15][CH:14]([NH:16][C:17]4[N:22]=[C:21]([C:23]5[C:31]6[C:26](=[CH:27][CH:28]=[CH:29][CH:30]=6)[NH:25][CH:24]=5)[C:20]([Cl:41])=[CH:19][N:18]=4)[CH2:13]3)[CH2:12]2)=[O:7])=[CH:4][CH:3]=1. The catalyst class is: 258.